The task is: Predict which catalyst facilitates the given reaction.. This data is from Catalyst prediction with 721,799 reactions and 888 catalyst types from USPTO. (1) Reactant: [C:1](Cl)([Cl:3])=[O:2].[NH2:5][C:6]1[CH:10]=[C:9]([C:11]([CH3:14])([CH3:13])[CH3:12])[O:8][C:7]=1[C:15]([O:17][CH3:18])=[O:16].[N:19]1[CH:24]=[CH:23][CH:22]=[CH:21][CH:20]=1. Product: [C:15]([C:7]1[O:8][C:9]([C:11]([CH3:14])([CH3:13])[CH3:12])=[CH:10][C:6]=1[N:5]=[C:1]=[O:2])([O:17][CH3:18])=[O:16].[ClH:3].[NH+:19]1[CH:24]=[CH:23][CH:22]=[CH:21][CH:20]=1. The catalyst class is: 2. (2) Reactant: [Cl:1][C:2]1[CH:11]=[CH:10][CH:9]=[C:8]2[C:3]=1[CH:4]=[C:5]([C:16]([OH:18])=O)[C:6](=[O:15])[N:7]2[CH:12]([CH3:14])[CH3:13].C(Cl)(=O)C(Cl)=O.CN(C)C=O.[CH2:30]([N:34]1[CH2:39][CH2:38][CH:37]([CH2:40][NH2:41])[CH2:36][CH2:35]1)[CH2:31][CH2:32][CH3:33]. Product: [ClH:1].[CH2:30]([N:34]1[CH2:39][CH2:38][CH:37]([CH2:40][NH:41][C:16]([C:5]2[C:6](=[O:15])[N:7]([CH:12]([CH3:13])[CH3:14])[C:8]3[C:3]([CH:4]=2)=[C:2]([Cl:1])[CH:11]=[CH:10][CH:9]=3)=[O:18])[CH2:36][CH2:35]1)[CH2:31][CH2:32][CH3:33]. The catalyst class is: 646. (3) Reactant: N[C:2]1[CH:10]=[CH:9][CH:8]=[C:7]2[C:3]=1[CH2:4][CH2:5][CH:6]2[N:11]1[CH:16]=[CH:15][CH:14]=[C:13]([C:17]([NH:19][C:20]2[CH:25]=[CH:24][N:23]=[CH:22][CH:21]=2)=[O:18])[C:12]1=[O:26].N([O-])=O.[Na+].[C:31]([Cu])#[N:32].[C-]#N.[K+]. Product: [C:31]([C:2]1[CH:10]=[CH:9][CH:8]=[C:7]2[C:3]=1[CH2:4][CH2:5][CH:6]2[N:11]1[CH:16]=[CH:15][CH:14]=[C:13]([C:17]([NH:19][C:20]2[CH:25]=[CH:24][N:23]=[CH:22][CH:21]=2)=[O:18])[C:12]1=[O:26])#[N:32]. The catalyst class is: 223. (4) Reactant: [C:1]([O:5][C:6]([N:8]1[CH2:13][CH2:12][CH2:11][CH2:10][C@@H:9]1[C:14](=[O:32])[NH:15][C:16]1[CH:17]=[C:18]([C:23]2[CH:28]=[CH:27][C:26]([C:29](O)=[O:30])=[CH:25][CH:24]=2)[C:19]([Cl:22])=[CH:20][CH:21]=1)=[O:7])([CH3:4])([CH3:3])[CH3:2].[CH2:33]([S:36]([N:39]1[CH2:44][CH2:43][N:42]([CH2:45][C:46]2[CH:51]=[CH:50][C:49]([NH2:52])=[CH:48][CH:47]=2)[CH2:41][CH2:40]1)(=[O:38])=[O:37])[CH2:34][CH3:35].CN(C(ON1N=NC2C=CC=CC1=2)=[N+](C)C)C.F[P-](F)(F)(F)(F)F.CN1CCOCC1. Product: [C:1]([O:5][C:6]([N:8]1[CH2:13][CH2:12][CH2:11][CH2:10][C@@H:9]1[C:14](=[O:32])[NH:15][C:16]1[CH:17]=[C:18]([C:23]2[CH:24]=[CH:25][C:26]([C:29](=[O:30])[NH:52][C:49]3[CH:50]=[CH:51][C:46]([CH2:45][N:42]4[CH2:41][CH2:40][N:39]([S:36]([CH2:33][CH2:34][CH3:35])(=[O:38])=[O:37])[CH2:44][CH2:43]4)=[CH:47][CH:48]=3)=[CH:27][CH:28]=2)[C:19]([Cl:22])=[CH:20][CH:21]=1)=[O:7])([CH3:2])([CH3:3])[CH3:4]. The catalyst class is: 3. (5) The catalyst class is: 18. Product: [C:45]([C:49]1[CH:68]=[CH:67][C:52]([CH2:53][N:54]([CH2:55][CH2:56][C:57]2[CH:62]=[CH:61][CH:60]=[C:59]([O:63][CH:64]([F:66])[F:65])[CH:58]=2)[C:11]([C:9]2[CH:10]=[C:2]([Cl:1])[CH:3]=[C:4]3[C:8]=2[NH:7][CH:6]=[CH:5]3)=[O:13])=[CH:51][CH:50]=1)([CH3:48])([CH3:46])[CH3:47]. Reactant: [Cl:1][C:2]1[CH:3]=[C:4]2[C:8](=[C:9]([C:11]([OH:13])=O)[CH:10]=1)[NH:7][CH:6]=[CH:5]2.CN(C(ON1N=NC2C=CC=CC1=2)=[N+](C)C)C.[B-](F)(F)(F)F.C(N(CC)C(C)C)(C)C.[C:45]([C:49]1[CH:68]=[CH:67][C:52]([CH2:53][NH:54][CH2:55][CH2:56][C:57]2[CH:62]=[CH:61][CH:60]=[C:59]([O:63][CH:64]([F:66])[F:65])[CH:58]=2)=[CH:51][CH:50]=1)([CH3:48])([CH3:47])[CH3:46].